From a dataset of Peptide-MHC class I binding affinity with 185,985 pairs from IEDB/IMGT. Regression. Given a peptide amino acid sequence and an MHC pseudo amino acid sequence, predict their binding affinity value. This is MHC class I binding data. (1) The peptide sequence is SSYRMGINK. The MHC is BoLA-T2a with pseudo-sequence BoLA-T2a. The binding affinity (normalized) is 0.548. (2) The peptide sequence is IAVITETIPI. The binding affinity (normalized) is 0.633. The MHC is HLA-A02:01 with pseudo-sequence HLA-A02:01. (3) The peptide sequence is KARNIISPV. The MHC is HLA-A02:12 with pseudo-sequence HLA-A02:12. The binding affinity (normalized) is 0.0847. (4) The peptide sequence is IRILQRALF. The MHC is Mamu-A07 with pseudo-sequence Mamu-A07. The binding affinity (normalized) is 0.